Dataset: Forward reaction prediction with 1.9M reactions from USPTO patents (1976-2016). Task: Predict the product of the given reaction. Given the reactants [NH2:1][C:2]1[C:7]([C:8]#[N:9])=[C:6]([C:10]2[CH:15]=[CH:14][C:13]([O:16][CH2:17][C@@H:18]([OH:21])[CH2:19][OH:20])=[CH:12][CH:11]=2)[C:5]([C:22]#[N:23])=[C:4]([S:24][CH2:25][C:26]2[N:27]=[C:28]([C:31]3[CH:36]=[CH:35][C:34]([Cl:37])=[CH:33][CH:32]=3)[O:29][CH:30]=2)[N:3]=1.Cl.N([CH2:41][C:42]([O:44][CH3:45])=[O:43])C.[CH2:46](N(CC)CC)C, predict the reaction product. The product is: [Cl:37][C:34]1[CH:33]=[CH:32][C:31]([C:28]2[O:29][CH:30]=[C:26]([CH2:25][S:24][C:4]3[N:3]=[C:2]([N:1]([CH3:46])[CH2:41][C:42]([O:44][CH3:45])=[O:43])[C:7]([C:8]#[N:9])=[C:6]([C:10]4[CH:11]=[CH:12][C:13]([O:16][CH2:17][C@@H:18]([OH:21])[CH2:19][OH:20])=[CH:14][CH:15]=4)[C:5]=3[C:22]#[N:23])[N:27]=2)=[CH:36][CH:35]=1.